This data is from Catalyst prediction with 721,799 reactions and 888 catalyst types from USPTO. The task is: Predict which catalyst facilitates the given reaction. (1) Reactant: C(OC([N:8]1[CH2:13][CH2:12][N:11]([C:14]2[N:19]=[C:18]([C:20]3[CH:25]=[CH:24][N:23]=[C:22](F)[CH:21]=3)[CH:17]=[C:16]([C:27](=[O:29])[NH2:28])[CH:15]=2)[CH2:10][CH2:9]1)=O)(C)(C)C.COC1C=C(C=CC=1OC)C[NH2:36].CCN(C(C)C)C(C)C. Product: [NH2:36][C:22]1[CH:21]=[C:20]([C:18]2[CH:17]=[C:16]([C:27]([NH2:28])=[O:29])[CH:15]=[C:14]([N:11]3[CH2:10][CH2:9][NH:8][CH2:13][CH2:12]3)[N:19]=2)[CH:25]=[CH:24][N:23]=1. The catalyst class is: 60. (2) Reactant: [C:1]([O:5][C:6]([N:8]1[CH2:13][CH2:12][NH:11][CH:10]([CH3:14])[CH2:9]1)=[O:7])([CH3:4])([CH3:3])[CH3:2].Cl[C:16]1[CH:23]=[CH:22][C:19]([C:20]#[N:21])=[CH:18][N:17]=1.C(=O)([O-])[O-].[K+].[K+]. Product: [C:20]([C:19]1[CH:22]=[CH:23][C:16]([N:11]2[CH2:12][CH2:13][N:8]([C:6]([O:5][C:1]([CH3:4])([CH3:2])[CH3:3])=[O:7])[CH2:9][CH:10]2[CH3:14])=[N:17][CH:18]=1)#[N:21]. The catalyst class is: 3.